Task: Regression. Given a peptide amino acid sequence and an MHC pseudo amino acid sequence, predict their binding affinity value. This is MHC class I binding data.. Dataset: Peptide-MHC class I binding affinity with 185,985 pairs from IEDB/IMGT (1) The peptide sequence is YAYEPGSVM. The MHC is HLA-C03:03 with pseudo-sequence HLA-C03:03. The binding affinity (normalized) is 1.00. (2) The peptide sequence is ITNTKSDNI. The MHC is HLA-A02:02 with pseudo-sequence HLA-A02:02. The binding affinity (normalized) is 0.419. (3) The binding affinity (normalized) is 0.126. The MHC is Mamu-A01 with pseudo-sequence Mamu-A01. The peptide sequence is PLPSQAMDDLM. (4) The peptide sequence is RIQENHGFI. The MHC is HLA-A02:11 with pseudo-sequence HLA-A02:11. The binding affinity (normalized) is 1.00. (5) The peptide sequence is YFHKRDMRL. The MHC is HLA-A80:01 with pseudo-sequence HLA-A80:01. The binding affinity (normalized) is 0.0847.